From a dataset of Experimentally validated miRNA-target interactions with 360,000+ pairs, plus equal number of negative samples. Binary Classification. Given a miRNA mature sequence and a target amino acid sequence, predict their likelihood of interaction. (1) The miRNA is hsa-miR-26a-5p with sequence UUCAAGUAAUCCAGGAUAGGCU. The protein sequence of the target gene is MRSRVLWGAARWLWPRRAVGPARRPLSSGSPPLEELFTRGGPLRTFLERQAGSEAHLKVRRPELLAVIKLLNEKERELRETEHLLHDENEDLRKLAENEITLCQKEITQLKHQIILLLVPSEETDENDLILEVTAGVGGQEAMLFTSEIFDMYQQYAAFKRWHFETLEYFPSELGGLRHASASIGGSEAYRHMKFEGGVHRVQRVPKTEKQGRVHTSTMTVAILPQPTEINLVINPKDLRIDTKRASGAGGQHVNTTDSAVRIVHLPTGVVSECQQERSQLKNKELAMTKLRAKLYSMHL.... Result: 1 (interaction). (2) The miRNA is hsa-miR-4322 with sequence CUGUGGGCUCAGCGCGUGGGG. The protein sequence of the target gene is MDCQENEYRDQWGRCVTCQQCGPGQELSKDCGYGEGGDAHCIVCPPRKYKSTWGHHRCQTCITCAVINRVQKANCTNTSNAICGDCLPRFYRKTRIGGLQDQECIPCTKQTPSSEVQCTFQLSLVKVDAHTVPPREATLVALVGSLLVVFALAFLGLFFLYCKQIFNRHCQCRDSLQYEAEKTVEEDSLFPVPPGQETSPEFPANEGILEIKPLNSILDDDCSSTRGFPTQESFTMASCASESHSQWVHTPIECTELDLQKFSSSIPSTGPETLRENTAEHSGDRLELYVPFEVPSL. Result: 0 (no interaction). (3) The miRNA is mmu-miR-1191a with sequence CAGUCUUACUAUGUAGCCCUA. The protein sequence of the target gene is MGAVLGVFSLASWVPCLCSGASCLLCSCCPISKNSTVTRLIYAFILFLGTIVSCIMMTEGIQTQLKKIPGFCEGGFQIKMVDTKAEKDCDVLVGFKAVYRINFAVAIFFFAFFLLMLKVKTSKDPRAAVHNGFWFFKIAAIIGIMIGSFYIPGGSFTEVWFVAGMLGASFFIIIQLVLLVDMAHSWNELWVNRMEEGNPRLWYAALLSFTSLFYILSIVFAALLYVFYTKPDDCTENKVFISLNLIFCVAVSIVSILPKVQEHQPRSGLLQSSIITLYTLYLTWSAMTNEPERSCNPSLM.... Result: 0 (no interaction). (4) The miRNA is hsa-miR-1207-3p with sequence UCAGCUGGCCCUCAUUUC. The protein sequence of the target gene is MERDGDQAGHGPRHGSAGNGRELESPAAASLLAPMDLGEEPLEKAERARPAKDPNTYKVLSLVLSVCVLTTILGCIFGLKPSCAKEVKSCKGRCFERTFSNCRCDAACVSLGNCCLDFQETCVEPTHIWTCNKFRCGEKRLSRFVCSCADDCKTHNDCCINYSSVCQDKKSWVEETCESIDTPECPAEFESPPTLLFSLDGFRAEYLHTWGGLLPVISKLKNCGTYTKNMRPMYPTKTFPNHYSIVTGLYPESHGIIDNKMYDPKMNASFSLKSKEKFNPLWYKGQPIWVTANHQEVKSG.... Result: 0 (no interaction). (5) The miRNA is hsa-let-7e-5p with sequence UGAGGUAGGAGGUUGUAUAGUU. The protein sequence of the target gene is MATTATCTRFTDDYQLFEELGKGAFSVVRRCVKKTSTQEYAAKIINTKKLSARDHQKLEREARICRLLKHPNIVRLHDSISEEGFHYLVFDLVTGGELFEDIVAREYYSEADASHCIHQILESVNHIHQHDIVHRDLKPENLLLASKCKGAAVKLADFGLAIEVQGEQQAWFGFAGTPGYLSPEVLRKDPYGKPVDIWACGVILYILLVGYPPFWDEDQHKLYQQIKAGAYDFPSPEWDTVTPEAKNLINQMLTINPAKRITADQALKHPWVCQRSTVASMMHRQETVECLRKFNARRKL.... Result: 0 (no interaction).